Dataset: Full USPTO retrosynthesis dataset with 1.9M reactions from patents (1976-2016). Task: Predict the reactants needed to synthesize the given product. (1) Given the product [Br:1][C:2]1[CH:3]=[CH:4][C:5]([C:8]([N:11]2[CH2:12][CH2:13][C:14]([CH2:15][C:16]([CH3:18])=[CH2:17])([C:20]3[CH:21]=[CH:22][CH:23]=[CH:24][CH:25]=3)[O:19][C:34]2=[O:36])([CH3:9])[CH3:10])=[CH:6][CH:7]=1, predict the reactants needed to synthesize it. The reactants are: [Br:1][C:2]1[CH:7]=[CH:6][C:5]([C:8]([NH:11][CH2:12][CH2:13][C:14]([C:20]2[CH:25]=[CH:24][CH:23]=[CH:22][CH:21]=2)([OH:19])[CH2:15][C:16]([CH3:18])=[CH2:17])([CH3:10])[CH3:9])=[CH:4][CH:3]=1.CCN(CC)CC.Cl[C:34](Cl)([O:36]C(=O)OC(Cl)(Cl)Cl)Cl. (2) Given the product [Cl:1][C:2]1[CH:23]=[C:22]([C:24]([F:27])([F:25])[F:26])[CH:21]=[CH:20][C:3]=1[CH2:4][N:5]1[C:9](/[CH:10]=[CH:11]/[C:12]([NH:36][S:33]([CH2:28][CH2:29][CH2:30][CH2:31][CH3:32])(=[O:35])=[O:34])=[O:13])=[CH:8][C:7]([O:15][CH2:16][CH:17]2[CH2:18][CH2:19]2)=[N:6]1, predict the reactants needed to synthesize it. The reactants are: [Cl:1][C:2]1[CH:23]=[C:22]([C:24]([F:27])([F:26])[F:25])[CH:21]=[CH:20][C:3]=1[CH2:4][N:5]1[C:9](/[CH:10]=[CH:11]/[C:12](O)=[O:13])=[CH:8][C:7]([O:15][CH2:16][CH:17]2[CH2:19][CH2:18]2)=[N:6]1.[CH2:28]([S:33]([NH2:36])(=[O:35])=[O:34])[CH2:29][CH2:30][CH2:31][CH3:32].N12CCCN=C1CCCCC2.Cl. (3) Given the product [ClH:5].[ClH:5].[CH3:37][N:7]([CH3:6])[C:8]1([C:31]2[CH:36]=[CH:35][CH:34]=[CH:33][CH:32]=2)[CH2:13][CH2:12][CH:11]([NH:14][C@@H:15]([CH2:21][C:22]2[C:30]3[C:25](=[CH:26][CH:27]=[CH:28][CH:29]=3)[NH:24][CH:23]=2)[C:16]([N:18]([CH3:19])[CH3:20])=[O:17])[CH2:10][CH2:9]1, predict the reactants needed to synthesize it. The reactants are: [Si]([Cl:5])(C)(C)C.[CH3:6][N:7]([CH3:37])[C:8]1([C:31]2[CH:36]=[CH:35][CH:34]=[CH:33][CH:32]=2)[CH2:13][CH2:12][CH:11]([NH:14][C@@H:15]([CH2:21][C:22]2[C:30]3[C:25](=[CH:26][CH:27]=[CH:28][CH:29]=3)[NH:24][CH:23]=2)[C:16]([N:18]([CH3:20])[CH3:19])=[O:17])[CH2:10][CH2:9]1.